From a dataset of Full USPTO retrosynthesis dataset with 1.9M reactions from patents (1976-2016). Predict the reactants needed to synthesize the given product. (1) The reactants are: [CH3:1][C:2]1[O:6][C:5]([C:7]2[CH:8]=[N:9][NH:10][C:11]=2[NH2:12])=[N:4][CH:3]=1.[CH2:13]([C:15]1[C:19]2[CH:20]=[CH:21][C:22]([C:24](=O)[CH2:25][C:26](OCC)=[O:27])=[CH:23][C:18]=2[O:17][N:16]=1)[CH3:14].CC1C=CC(S(O)(=O)=O)=CC=1. Given the product [CH2:13]([C:15]1[C:19]2[CH:20]=[CH:21][C:22]([C:24]3[NH:12][C:11]4[N:10]([N:9]=[CH:8][C:7]=4[C:5]4[O:6][C:2]([CH3:1])=[CH:3][N:4]=4)[C:26](=[O:27])[CH:25]=3)=[CH:23][C:18]=2[O:17][N:16]=1)[CH3:14], predict the reactants needed to synthesize it. (2) Given the product [NH2:22][C:23]1[C:32]([NH:33][C:19](=[O:20])[CH2:18][N:4]([CH:1]2[CH2:2][CH2:3]2)[S:5]([C:8]2[C:13]([CH3:14])=[CH:12][C:11]([O:15][CH3:16])=[CH:10][C:9]=2[CH3:17])(=[O:6])=[O:7])=[CH:31][CH:30]=[CH:29][C:24]=1[C:25]([O:27][CH3:28])=[O:26], predict the reactants needed to synthesize it. The reactants are: [CH:1]1([N:4]([CH2:18][C:19](O)=[O:20])[S:5]([C:8]2[C:13]([CH3:14])=[CH:12][C:11]([O:15][CH3:16])=[CH:10][C:9]=2[CH3:17])(=[O:7])=[O:6])[CH2:3][CH2:2]1.[NH2:22][C:23]1[C:32]([NH2:33])=[CH:31][CH:30]=[CH:29][C:24]=1[C:25]([O:27][CH3:28])=[O:26].CCN=C=NCCCN(C)C.Cl.C1C=CC2N(O)N=NC=2C=1.CCN(C(C)C)C(C)C.